Dataset: Full USPTO retrosynthesis dataset with 1.9M reactions from patents (1976-2016). Task: Predict the reactants needed to synthesize the given product. (1) Given the product [NH:18]1[C:19]2[C:24](=[CH:23][CH:22]=[CH:21][CH:20]=2)[C:2](=[O:1])[CH:3]=[CH:4]1, predict the reactants needed to synthesize it. The reactants are: [O:1]1C2C=CC=C[C:4]=2[CH:3]=[C:2]1C(C=O)C(OCC)=O.[NH2:18][C:19]1[CH:24]=[CH:23][CH:22]=[CH:21][CH:20]=1.C(O)(=O)C. (2) Given the product [Br:4][C:5]1[CH:6]=[C:7]2[C:17](=[C:18]([F:20])[CH:19]=1)[O:16][C:10]1[CH:11]=[N:12][C:13]([Cl:15])=[CH:14][C:9]=1[C:8]2([CH3:1])[OH:21], predict the reactants needed to synthesize it. The reactants are: [CH3:1][Mg]Cl.[Br:4][C:5]1[CH:6]=[C:7]2[C:17](=[C:18]([F:20])[CH:19]=1)[O:16][C:10]1[CH:11]=[N:12][C:13]([Cl:15])=[CH:14][C:9]=1[C:8]2=[O:21]. (3) Given the product [Cl:14][C:12]1[CH:11]=[CH:10][C:9]([CH2:15][CH3:16])=[C:8]([C:6]2[N:5]=[C:4]([NH2:17])[N:3]=[C:2]([NH:25][C:24]3[CH:26]=[CH:27][C:21]([N+:18]([O-:20])=[O:19])=[CH:22][CH:23]=3)[CH:7]=2)[CH:13]=1, predict the reactants needed to synthesize it. The reactants are: Cl[C:2]1[CH:7]=[C:6]([C:8]2[CH:13]=[C:12]([Cl:14])[CH:11]=[CH:10][C:9]=2[CH2:15][CH3:16])[N:5]=[C:4]([NH2:17])[N:3]=1.[N+:18]([C:21]1[CH:27]=[CH:26][C:24]([NH2:25])=[CH:23][CH:22]=1)([O-:20])=[O:19]. (4) Given the product [NH:1]1[C:9]2[C:4](=[CH:5][CH:6]=[CH:7][C:8]=2[CH2:10][C:13]#[N:14])[CH:3]=[CH:2]1, predict the reactants needed to synthesize it. The reactants are: [NH:1]1[C:9]2[C:4](=[CH:5][CH:6]=[CH:7][C:8]=2[CH:10]=O)[CH:3]=[CH:2]1.[Li][C:13]#[N:14].P(C#N)(OCC)(OCC)=O.C(O)(C)(C)C.